Dataset: Full USPTO retrosynthesis dataset with 1.9M reactions from patents (1976-2016). Task: Predict the reactants needed to synthesize the given product. (1) Given the product [CH3:54][CH2:53][CH2:52][CH2:51][CH2:50][CH2:49][CH2:48][CH2:47][CH2:46][CH2:45][CH2:44][CH2:43][CH2:42][CH2:41][CH2:40][CH2:39][CH2:38][CH2:37][O:36][P:33]1([O:34][CH2:20][C@H:21]([CH2:22][N:23]2[C:24](=[O:25])[N:26]=[C:27]([NH2:28])[N:29]=[CH:30]2)[O:31][CH2:32]1)=[O:35], predict the reactants needed to synthesize it. The reactants are: [OH-].C([N+](CCCC)(CCCC)CCCC)CCC.O[CH2:20][C@@H:21]([O:31][CH2:32][P:33]([OH:36])([OH:35])=[O:34])[CH2:22][N:23]1[CH:30]=[N:29][C:27]([NH2:28])=[N:26][C:24]1=[O:25].[CH2:37](Br)[CH2:38][CH2:39][CH2:40][CH2:41][CH2:42][CH2:43][CH2:44][CH2:45][CH2:46][CH2:47][CH2:48][CH2:49][CH2:50][CH2:51][CH2:52][CH2:53][CH3:54]. (2) Given the product [F:33][C:18]1[CH:17]=[C:16]([CH2:15][NH:1][C:2]2[C:7]([N+:8]([O-:10])=[O:9])=[C:6]([CH3:11])[CH:5]=[CH:4][N:3]=2)[CH:21]=[CH:20][C:19]=1[C:22]1[C:23]([C:29]([O:31][CH3:32])=[O:30])=[C:24]([F:28])[CH:25]=[CH:26][CH:27]=1, predict the reactants needed to synthesize it. The reactants are: [NH2:1][C:2]1[C:7]([N+:8]([O-:10])=[O:9])=[C:6]([CH3:11])[CH:5]=[CH:4][N:3]=1.[H-].[Na+].Br[CH2:15][C:16]1[CH:21]=[CH:20][C:19]([C:22]2[C:23]([C:29]([O:31][CH3:32])=[O:30])=[C:24]([F:28])[CH:25]=[CH:26][CH:27]=2)=[C:18]([F:33])[CH:17]=1. (3) Given the product [Cl:1][C:2]1[CH:7]=[C:6]([N+:8]([O-:10])=[O:9])[CH:5]=[CH:4][C:3]=1[O:12][C:13]1[CH:21]=[CH:20][CH:19]=[C:18]2[C:14]=1[CH2:15][CH2:16][C:17]2=[O:22], predict the reactants needed to synthesize it. The reactants are: [Cl:1][C:2]1[CH:7]=[C:6]([N+:8]([O-:10])=[O:9])[CH:5]=[CH:4][C:3]=1F.[OH:12][C:13]1[CH:21]=[CH:20][CH:19]=[C:18]2[C:14]=1[CH2:15][CH2:16][C:17]2=[O:22].C(=O)([O-])[O-].[K+].[K+].Cl. (4) Given the product [CH:11]([C:14]1[CH:20]=[CH:19][C:17]([NH:18][CH2:7][C:6]2[CH:9]=[CH:10][C:3]([S:2][CH3:1])=[CH:4][CH:5]=2)=[CH:16][CH:15]=1)([CH3:13])[CH3:12], predict the reactants needed to synthesize it. The reactants are: [CH3:1][S:2][C:3]1[CH:10]=[CH:9][C:6]([CH:7]=O)=[CH:5][CH:4]=1.[CH:11]([C:14]1[CH:20]=[CH:19][C:17]([NH2:18])=[CH:16][CH:15]=1)([CH3:13])[CH3:12]. (5) Given the product [C:26]([C:30]1[CH:35]=[CH:34][C:33]([C:2]2[N:7]=[N:6][C:5]([CH2:8][N:9]3[CH:14]=[C:13]4[N:15]=[C:16]([C:18]5[CH:23]=[CH:22][CH:21]=[C:20]([F:24])[C:19]=5[F:25])[N:17]=[C:12]4[CH:11]=[N:10]3)=[CH:4][CH:3]=2)=[CH:32][CH:31]=1)([CH3:29])([CH3:28])[CH3:27], predict the reactants needed to synthesize it. The reactants are: Cl[C:2]1[N:7]=[N:6][C:5]([CH2:8][N:9]2[CH:14]=[C:13]3[N:15]=[C:16]([C:18]4[CH:23]=[CH:22][CH:21]=[C:20]([F:24])[C:19]=4[F:25])[N:17]=[C:12]3[CH:11]=[N:10]2)=[CH:4][CH:3]=1.[C:26]([C:30]1[CH:35]=[CH:34][C:33](B(O)O)=[CH:32][CH:31]=1)([CH3:29])([CH3:28])[CH3:27]. (6) Given the product [O:11]([C:18]1[CH:19]=[C:20]([C:2]2[C:3]3[N:10]([CH2:28][CH:29]4[CH2:30][CH2:31][N:32]([C:35](=[O:37])[CH:42]=[CH2:43])[CH2:33][CH2:34]4)[CH:9]=[CH:8][C:4]=3[N:5]=[CH:6][N:7]=2)[CH:21]=[CH:22][CH:23]=1)[C:12]1[CH:17]=[CH:16][CH:15]=[CH:14][CH:13]=1, predict the reactants needed to synthesize it. The reactants are: Cl[C:2]1[C:3]2[NH:10][CH:9]=[CH:8][C:4]=2[N:5]=[CH:6][N:7]=1.[O:11]([C:18]1[CH:19]=[C:20](B(O)O)[CH:21]=[CH:22][CH:23]=1)[C:12]1[CH:17]=[CH:16][CH:15]=[CH:14][CH:13]=1.O[CH2:28][CH:29]1[CH2:34][CH2:33][N:32]([C:35]([O:37]C(C)(C)C)=O)[CH2:31][CH2:30]1.[C:42](Cl)(=O)[CH:43]=C. (7) Given the product [Cl:11][C:12]1[N:20]=[C:19]2[C:15]([N:16]=[CH:17][N:18]2[CH3:21])=[C:9]([NH:8][C:5]2[CH:4]=[CH:3][C:2]([Cl:1])=[CH:7][N:6]=2)[N:13]=1, predict the reactants needed to synthesize it. The reactants are: [Cl:1][C:2]1[CH:3]=[CH:4][C:5]([NH:8][CH:9]=O)=[N:6][CH:7]=1.[Cl:11][C:12]1[N:20]=[C:19]2[C:15]([N:16]=[CH:17][N:18]2[CH3:21])=C(Cl)[N:13]=1. (8) Given the product [OH:12][C:13]1[C:14]([O:30][CH3:31])=[CH:15][C:16]([CH:28]2[CH:33]3[CH2:34][C:35]4[C:40]([CH:32]3[C:11]3[C:3](=[CH:4][CH:5]=[C:6]([C:7]([NH2:9])=[NH:8])[CH:10]=3)[NH:2]2)=[CH:39][CH:38]=[CH:37][CH:36]=4)=[C:17]([C:19]2[CH:20]=[CH:21][C:22]([CH:25]([CH3:27])[CH3:26])=[CH:23][CH:24]=2)[CH:18]=1, predict the reactants needed to synthesize it. The reactants are: Cl.[NH2:2][C:3]1[CH:11]=[CH:10][C:6]([C:7]([NH2:9])=[NH:8])=[CH:5][CH:4]=1.[OH:12][C:13]1[CH:18]=[C:17]([C:19]2[CH:24]=[CH:23][C:22]([CH:25]([CH3:27])[CH3:26])=[CH:21][CH:20]=2)[C:16]([CH:28]=O)=[CH:15][C:14]=1[O:30][CH3:31].[CH2:32]1[C:40]2[C:35](=[CH:36][CH:37]=[CH:38][CH:39]=2)[CH:34]=[CH:33]1.[O-]S(C(F)(F)F)(=O)=O.[In+3].[O-]S(C(F)(F)F)(=O)=O.[O-]S(C(F)(F)F)(=O)=O. (9) Given the product [CH2:8]([O:7][C:5](=[O:6])[C:4]([C:10](=[O:12])[CH3:11])([C:1](=[O:3])[CH3:2])[CH2:15][CH2:14][C:13]([O:17][CH2:18][CH3:19])=[O:16])[CH3:9], predict the reactants needed to synthesize it. The reactants are: [C:1]([CH:4]([C:10](=[O:12])[CH3:11])[C:5]([O:7][CH2:8][CH3:9])=[O:6])(=[O:3])[CH3:2].[C:13]([O:17][CH2:18][CH3:19])(=[O:16])[CH:14]=[CH2:15].